Dataset: Forward reaction prediction with 1.9M reactions from USPTO patents (1976-2016). Task: Predict the product of the given reaction. (1) Given the reactants C([O-])([O-])=O.[K+].[K+].[CH2:7](Br)[CH:8]=[CH2:9].[OH:11][C:12]1[CH:21]=[CH:20][C:19]([O:22][CH3:23])=[CH:18][C:13]=1[C:14]([O:16][CH3:17])=[O:15], predict the reaction product. The product is: [CH3:17][O:16][C:14](=[O:15])[C:13]1[CH:18]=[C:19]([O:22][CH3:23])[CH:20]=[CH:21][C:12]=1[O:11][CH2:9][CH:8]=[CH2:7]. (2) Given the reactants [CH3:1][NH:2][CH3:3].CN(C=O)C.Br[CH2:10][C:11]1[CH:12]=[C:13]([CH:16]=[CH:17][CH:18]=1)[C:14]#[N:15], predict the reaction product. The product is: [CH3:1][N:2]([CH2:10][C:11]1[CH:12]=[C:13]([CH:16]=[CH:17][CH:18]=1)[C:14]#[N:15])[CH3:3]. (3) Given the reactants [Cl:1][C:2]1[CH:28]=[CH:27][C:5]([C:6]([NH:8][C:9]2[S:10][CH:11]=[C:12]([CH2:14][C:15]([N:17]3[CH2:22][CH2:21][N:20]([CH2:23][C:24]([OH:26])=O)[CH2:19][CH2:18]3)=[O:16])[N:13]=2)=[O:7])=[CH:4][CH:3]=1.[NH2:29][CH:30]1[CH2:35][CH2:34][N:33]([CH3:36])[CH2:32][CH2:31]1, predict the reaction product. The product is: [Cl:1][C:2]1[CH:28]=[CH:27][C:5]([C:6]([NH:8][C:9]2[S:10][CH:11]=[C:12]([CH2:14][C:15]([N:17]3[CH2:22][CH2:21][N:20]([CH2:23][C:24](=[O:26])[NH:29][CH:30]4[CH2:35][CH2:34][N:33]([CH3:36])[CH2:32][CH2:31]4)[CH2:19][CH2:18]3)=[O:16])[N:13]=2)=[O:7])=[CH:4][CH:3]=1. (4) Given the reactants [Cl:1][C:2]1[CH:12]=[CH:11][C:5]([O:6][CH2:7][C:8]([OH:10])=O)=[C:4]([CH3:13])[CH:3]=1.[NH:14]1[C:23]2[C:18](=[CH:19][CH:20]=[CH:21][CH:22]=2)[CH2:17][CH2:16][CH2:15]1, predict the reaction product. The product is: [Cl:1][C:2]1[CH:12]=[CH:11][C:5]([O:6][CH2:7][C:8]([N:14]2[C:23]3[C:18](=[CH:19][CH:20]=[CH:21][CH:22]=3)[CH2:17][CH2:16][CH2:15]2)=[O:10])=[C:4]([CH3:13])[CH:3]=1. (5) Given the reactants [C:1]([NH:11][C:12]1[CH:13]=[C:14]([CH2:18][C:19]([O:21][CH3:22])=[O:20])[CH:15]=[CH:16][CH:17]=1)(=[O:10])/[CH:2]=[CH:3]/C1C=CC=CC=1.[Al+3].[Cl-].[Cl-].[Cl-], predict the reaction product. The product is: [O:10]=[C:1]1[CH2:2][CH2:3][C:17]2[C:12](=[CH:13][C:14]([CH2:18][C:19]([O:21][CH3:22])=[O:20])=[CH:15][CH:16]=2)[NH:11]1. (6) Given the reactants Cl.[NH2:2][C@H:3]([C:6]([OH:8])=[O:7])[CH2:4][SH:5].C([O-])(=O)C.[K+].CO.[O:16]1[C:20]([CH:21]=O)=[CH:19][N:18]=[CH:17]1, predict the reaction product. The product is: [O:16]1[C:20]([C@@H:21]2[NH:2][CH:3]([C:6]([OH:8])=[O:7])[CH2:4][S:5]2)=[CH:19][N:18]=[CH:17]1. (7) The product is: [CH:9]1[C:10]([C:11]([O:13][CH3:14])=[O:12])=[CH:15][N:17]2[C:16]=1[CH:21]=[CH:20][CH:19]=[CH:18]2. Given the reactants C(OC(=O)C)(=O)C.O[CH:9]([C:16]1[CH:21]=[CH:20][CH:19]=[CH:18][N:17]=1)[C:10](=[CH2:15])[C:11]([O:13][CH3:14])=[O:12], predict the reaction product.